The task is: Regression. Given a peptide amino acid sequence and an MHC pseudo amino acid sequence, predict their binding affinity value. This is MHC class I binding data.. This data is from Peptide-MHC class I binding affinity with 185,985 pairs from IEDB/IMGT. (1) The peptide sequence is GRRATAILR. The MHC is HLA-A02:12 with pseudo-sequence HLA-A02:12. The binding affinity (normalized) is 0.0847. (2) The peptide sequence is HTDNGANF. The MHC is Mamu-A02 with pseudo-sequence Mamu-A02. The binding affinity (normalized) is 0.349. (3) The peptide sequence is YFKRELKSF. The MHC is HLA-B15:17 with pseudo-sequence HLA-B15:17. The binding affinity (normalized) is 0.223. (4) The peptide sequence is RTFNEDLFR. The MHC is HLA-A68:01 with pseudo-sequence HLA-A68:01. The binding affinity (normalized) is 0.713. (5) The peptide sequence is AVRHFPRIW. The MHC is Patr-B0101 with pseudo-sequence Patr-B0101. The binding affinity (normalized) is 0.0701.